This data is from Catalyst prediction with 721,799 reactions and 888 catalyst types from USPTO. The task is: Predict which catalyst facilitates the given reaction. (1) Reactant: Br[CH2:2][C:3]1[CH:8]=[CH:7][C:6]([CH2:9][N:10]2[CH2:23][CH2:22][CH2:21][N:20]([C:24]([O:26][C:27]([CH3:30])([CH3:29])[CH3:28])=[O:25])[CH2:19][CH2:18][N:17]([C:31]([O:33][C:34]([CH3:37])([CH3:36])[CH3:35])=[O:32])[CH2:16][CH2:15][CH2:14][N:13]([C:38]([O:40][C:41]([CH3:44])([CH3:43])[CH3:42])=[O:39])[CH2:12][CH2:11]2)=[CH:5][CH:4]=1.[CH3:45][CH2:46][N:47]([CH2:50][CH2:51][NH:52][CH2:53][CH2:54][N:55]([CH2:58][CH3:59])[CH2:56][CH3:57])[CH2:48][CH3:49].C(=O)([O-])[O-].[K+].[K+]. Product: [CH2:58]([N:55]([CH2:56][CH3:57])[CH2:54][CH2:53][N:52]([CH2:2][C:3]1[CH:8]=[CH:7][C:6]([CH2:9][N:10]2[CH2:23][CH2:22][CH2:21][N:20]([C:24]([O:26][C:27]([CH3:30])([CH3:29])[CH3:28])=[O:25])[CH2:19][CH2:18][N:17]([C:31]([O:33][C:34]([CH3:37])([CH3:36])[CH3:35])=[O:32])[CH2:16][CH2:15][CH2:14][N:13]([C:38]([O:40][C:41]([CH3:44])([CH3:43])[CH3:42])=[O:39])[CH2:12][CH2:11]2)=[CH:5][CH:4]=1)[CH2:51][CH2:50][N:47]([CH2:48][CH3:49])[CH2:46][CH3:45])[CH3:59]. The catalyst class is: 10. (2) Reactant: [C:1]([O:5][N:6]=[C:7]1[C:16]2[C:11](=[CH:12][CH:13]=[C:14](Br)[CH:15]=2)[O:10][C:9]([C:18]2[N:19]=[CH:20][C:21]3[C:26]([CH:27]=2)=[CH:25][CH:24]=[CH:23][CH:22]=3)=[CH:8]1)([CH3:4])([CH3:3])[CH3:2].CC(C)([O-])C.[K+].[NH:34]1[CH2:38][CH2:37][CH2:36][CH2:35]1.COCCOC. Product: [C:1]([O:5][N:6]=[C:7]1[C:16]2[C:11](=[CH:12][CH:13]=[C:14]([N:34]3[CH2:38][CH2:37][CH2:36][CH2:35]3)[CH:15]=2)[O:10][C:9]([C:18]2[N:19]=[CH:20][C:21]3[C:26]([CH:27]=2)=[CH:25][CH:24]=[CH:23][CH:22]=3)=[CH:8]1)([CH3:4])([CH3:3])[CH3:2]. The catalyst class is: 13.